Task: Predict the product of the given reaction.. Dataset: Forward reaction prediction with 1.9M reactions from USPTO patents (1976-2016) (1) Given the reactants [Cl:1][C:2]1[N:6]=[C:5](Cl)[S:4][N:3]=1.C(=O)([O-])[O-].[Cs+].[Cs+].[CH2:14]([NH:16][C:17]([NH:19][C:20]1[S:21][C:22]2[C:28]([C:29]3[CH:34]=[CH:33][CH:32]=[CH:31][N:30]=3)=[CH:27][C:26](B(O)O)=[CH:25][C:23]=2[N:24]=1)=[O:18])[CH3:15], predict the reaction product. The product is: [Cl:1][C:2]1[N:6]=[C:5]([C:26]2[CH:27]=[C:28]([C:29]3[CH:34]=[CH:33][CH:32]=[CH:31][N:30]=3)[C:22]3[S:21][C:20]([NH:19][C:17]([NH:16][CH2:14][CH3:15])=[O:18])=[N:24][C:23]=3[CH:25]=2)[S:4][N:3]=1. (2) The product is: [CH2:19]([CH:23]1[CH2:24][CH:25]2[N:30]([CH2:2][C@@H:3]([CH3:18])[CH2:4][N:5]3[C:10]4[CH:11]=[C:12]([O:15][CH3:16])[CH:13]=[CH:14][C:9]=4[O:8][CH2:7][C:6]3=[O:17])[CH:28]([CH2:27][CH2:26]2)[CH2:29]1)[CH2:20][CH2:21][CH3:22]. Given the reactants I[CH2:2][C@@H:3]([CH3:18])[CH2:4][N:5]1[C:10]2[CH:11]=[C:12]([O:15][CH3:16])[CH:13]=[CH:14][C:9]=2[O:8][CH2:7][C:6]1=[O:17].[CH2:19]([CH:23]1[CH2:29][CH:28]2[NH:30][CH:25]([CH2:26][CH2:27]2)[CH2:24]1)[CH2:20][CH2:21][CH3:22], predict the reaction product. (3) Given the reactants [C:1]([C:3]1[CH:8]=[CH:7][N:6]=[CH:5][CH:4]=1)#[N:2].[CH2:9]([O:11][C:12]1[CH:18]=[CH:17][C:15]([NH2:16])=[CH:14][CH:13]=1)[CH3:10], predict the reaction product. The product is: [CH2:9]([O:11][C:12]1[CH:18]=[CH:17][C:15]([NH:16][C:1]([C:3]2[CH:8]=[CH:7][N:6]=[CH:5][CH:4]=2)=[NH:2])=[CH:14][CH:13]=1)[CH3:10]. (4) Given the reactants [F:8][C:7]([F:10])([F:9])[C:6](O[C:6](=[O:11])[C:7]([F:10])([F:9])[F:8])=[O:11].[I:14][C:15]1[C:23]2[O:22][N:21]=[C:20]([NH2:24])[C:19]=2[CH:18]=[CH:17][C:16]=1[CH3:25], predict the reaction product. The product is: [F:10][C:7]([F:8])([F:9])[C:6]([NH:24][C:20]1[C:19]2[CH:18]=[CH:17][C:16]([CH3:25])=[C:15]([I:14])[C:23]=2[O:22][N:21]=1)=[O:11]. (5) Given the reactants Br[CH2:2][C:3]1[CH:8]=[CH:7][C:6]([O:9][CH3:10])=[CH:5][C:4]=1[N+:11]([O-:13])=[O:12].[P:14]([O:21]CC)([O:18][CH2:19][CH3:20])[O:15][CH2:16][CH3:17], predict the reaction product. The product is: [CH3:10][O:9][C:6]1[CH:7]=[CH:8][C:3]([CH2:2][P:14](=[O:21])([O:18][CH2:19][CH3:20])[O:15][CH2:16][CH3:17])=[C:4]([N+:11]([O-:13])=[O:12])[CH:5]=1.